From a dataset of TCR-epitope binding with 47,182 pairs between 192 epitopes and 23,139 TCRs. Binary Classification. Given a T-cell receptor sequence (or CDR3 region) and an epitope sequence, predict whether binding occurs between them. The epitope is RQLLFVVEV. The TCR CDR3 sequence is CSVEFGGRESGYTF. Result: 0 (the TCR does not bind to the epitope).